Dataset: Forward reaction prediction with 1.9M reactions from USPTO patents (1976-2016). Task: Predict the product of the given reaction. Given the reactants [Cl:1][C:2]1[C:3]([Cl:26])=[CH:4][C:5]2[C:6]3[CH2:24][N:23]([CH3:25])[CH2:22][CH2:21][C:7]=3[N:8]([CH2:11][C:12]([C:15]3[CH:20]=[CH:19][N:18]=[CH:17][CH:16]=3)(O)[CH3:13])[C:9]=2[CH:10]=1.[OH-].[K+], predict the reaction product. The product is: [Cl:1][C:2]1[C:3]([Cl:26])=[CH:4][C:5]2[C:6]3[CH2:24][N:23]([CH3:25])[CH2:22][CH2:21][C:7]=3[N:8](/[CH:11]=[C:12](/[C:15]3[CH:16]=[CH:17][N:18]=[CH:19][CH:20]=3)\[CH3:13])[C:9]=2[CH:10]=1.